From a dataset of Forward reaction prediction with 1.9M reactions from USPTO patents (1976-2016). Predict the product of the given reaction. (1) Given the reactants C([O:4][CH:5]1[C:14]2[C:9](=[N:10][C:11]([C:22]3[CH:27]=[CH:26][C:25]([CH3:28])=[CH:24][CH:23]=3)=[C:12]([C:15]3[CH:20]=[CH:19][C:18]([CH3:21])=[CH:17][CH:16]=3)[N:13]=2)[N:8]([CH2:29][CH2:30][CH2:31][CH2:32][CH2:33][CH2:34][C:35]([O:37]CC)=[O:36])[CH2:7][CH2:6]1)(=O)C.[OH-].[Na+].Cl, predict the reaction product. The product is: [OH:4][CH:5]1[C:14]2[C:9](=[N:10][C:11]([C:22]3[CH:27]=[CH:26][C:25]([CH3:28])=[CH:24][CH:23]=3)=[C:12]([C:15]3[CH:16]=[CH:17][C:18]([CH3:21])=[CH:19][CH:20]=3)[N:13]=2)[N:8]([CH2:29][CH2:30][CH2:31][CH2:32][CH2:33][CH2:34][C:35]([OH:37])=[O:36])[CH2:7][CH2:6]1. (2) Given the reactants [C:1]([C:4]1[CH:15]=[CH:14][C:7]([O:8][CH2:9][C:10]([O:12][CH3:13])=[O:11])=[C:6](Br)[CH:5]=1)(=[O:3])[CH3:2].[F:17][C:18]([F:29])([F:28])[C:19]1[CH:20]=[C:21](B(O)O)[CH:22]=[CH:23][CH:24]=1.C([O-])([O-])=O.[K+].[K+], predict the reaction product. The product is: [C:1]([C:4]1[CH:15]=[CH:14][C:7]([O:8][CH2:9][C:10]([O:12][CH3:13])=[O:11])=[C:6]([C:23]2[CH:22]=[CH:21][CH:20]=[C:19]([C:18]([F:29])([F:28])[F:17])[CH:24]=2)[CH:5]=1)(=[O:3])[CH3:2]. (3) The product is: [IH:2].[Br:3][C:4]1[CH:5]=[C:6]([Cl:16])[CH:7]=[C:8]2[C:13]=1[N:12]=[C:11]([S:14][CH3:1])[NH:10][CH:9]2[CH3:15]. Given the reactants [CH3:1][I:2].[Br:3][C:4]1[CH:5]=[C:6]([Cl:16])[CH:7]=[C:8]2[C:13]=1[NH:12][C:11](=[S:14])[NH:10][CH:9]2[CH3:15], predict the reaction product.